From a dataset of Catalyst prediction with 721,799 reactions and 888 catalyst types from USPTO. Predict which catalyst facilitates the given reaction. (1) Reactant: [CH3:1][O:2][C:3](=[O:32])[CH2:4][CH2:5][CH2:6][N:7]([CH2:9][CH2:10][CH2:11][CH2:12][NH:13][C:14]1[CH:19]=[CH:18][CH:17]=[CH:16][C:15]=1[S:20](=[O:31])(=[O:30])[NH:21][C:22]([C@@:24]1([NH2:29])[CH2:26][C@H:25]1[CH:27]=[CH2:28])=[O:23])[CH3:8].[C:33]([O:37][C:38]([N:40]1[CH2:44][C@H:43]([O:45][C:46]2[C:55]3[C:50](=[CH:51][C:52]([O:56][CH3:57])=[CH:53][CH:54]=3)[N:49]=[C:48]([C:58]3[N:59]=[C:60]([NH:63][CH:64]([CH3:66])[CH3:65])[S:61][CH:62]=3)[CH:47]=2)[CH2:42][C@H:41]1[C:67](O)=[O:68])=[O:39])([CH3:36])([CH3:35])[CH3:34].CN(C(ON1N=NC2C=CC=NC1=2)=[N+](C)C)C.F[P-](F)(F)(F)(F)F.CCN(C(C)C)C(C)C. Product: [C:33]([O:37][C:38]([N:40]1[CH2:44][C@H:43]([O:45][C:46]2[C:55]3[C:50](=[CH:51][C:52]([O:56][CH3:57])=[CH:53][CH:54]=3)[N:49]=[C:48]([C:58]3[N:59]=[C:60]([NH:63][CH:64]([CH3:65])[CH3:66])[S:61][CH:62]=3)[CH:47]=2)[CH2:42][C@H:41]1[C:67](=[O:68])[NH:29][C@:24]1([C:22]([NH:21][S:20]([C:15]2[CH:16]=[CH:17][CH:18]=[CH:19][C:14]=2[NH:13][CH2:12][CH2:11][CH2:10][CH2:9][N:7]([CH2:6][CH2:5][CH2:4][C:3]([O:2][CH3:1])=[O:32])[CH3:8])(=[O:31])=[O:30])=[O:23])[CH2:26][C@H:25]1[CH:27]=[CH2:28])=[O:39])([CH3:36])([CH3:34])[CH3:35]. The catalyst class is: 2. (2) Reactant: [O:1]1[CH2:5][CH2:4][CH:3]([CH:6]=O)[CH2:2]1.C1(P(=[CH:27][CH:28]=[O:29])(C2C=CC=CC=2)C2C=CC=CC=2)C=CC=CC=1. Product: [O:1]1[CH2:5][CH2:4][CH:3](/[CH:6]=[CH:27]/[CH:28]=[O:29])[CH2:2]1. The catalyst class is: 2. (3) Reactant: [CH3:1][O:2][CH2:3][CH2:4][CH2:5][CH2:6][C:7](=O)[CH2:8][C:9]([O:11]C)=[O:10].[N:14]([C:17]1[CH:22]=[CH:21][CH:20]=[CH:19][C:18]=1[Cl:23])=[N+:15]=[N-:16].CO.C[O-].[Na+].[OH-].[Na+]. Product: [Cl:23][C:18]1[CH:19]=[CH:20][CH:21]=[CH:22][C:17]=1[N:14]1[C:7]([CH2:6][CH2:5][CH2:4][CH2:3][O:2][CH3:1])=[C:8]([C:9]([OH:11])=[O:10])[N:16]=[N:15]1. The catalyst class is: 5. (4) The catalyst class is: 446. Reactant: [CH2:1]([O:8][C:9]1[C:14]([N+:15]([O-])=O)=[CH:13][CH:12]=[C:11]([O:18][CH3:19])[N:10]=1)[C:2]1[CH:7]=[CH:6][CH:5]=[CH:4][CH:3]=1.C(Cl)Cl. Product: [CH2:1]([O:8][C:9]1[C:14]([NH2:15])=[CH:13][CH:12]=[C:11]([O:18][CH3:19])[N:10]=1)[C:2]1[CH:3]=[CH:4][CH:5]=[CH:6][CH:7]=1. (5) Reactant: N[C:2]1[CH:10]=[CH:9][CH:8]=[C:7]2[C:3]=1[CH2:4][CH2:5][CH2:6]2.S(=O)(=O)(O)[OH:12].N([O-])=O.[Na+].NC(N)=O. Product: [OH:12][C:2]1[CH:10]=[CH:9][CH:8]=[C:7]2[C:3]=1[CH2:4][CH2:5][CH2:6]2. The catalyst class is: 6. (6) Reactant: [F:1][C:2]1[CH:7]=[CH:6][C:5]([N:8]2[CH2:13][CH2:12][N:11]([CH2:14][CH2:15][CH2:16][N:17]3[C:21]4[CH2:22][CH2:23][CH2:24][N:25]([CH3:29])[S:26](=[O:28])(=[O:27])[C:20]=4[CH:19]=[CH:18]3)[CH2:10][CH2:9]2)=[CH:4][CH:3]=1.Cl.[NH2:31][OH:32].C([O-])(=O)C.[Na+]. Product: [F:1][C:2]1[CH:3]=[CH:4][C:5]([N:8]2[CH2:9][CH2:10][N:11]([CH2:14][CH2:15][CH2:16][N:17]3[C:21]4[C:22](=[N:31][OH:32])[CH2:23][CH2:24][N:25]([CH3:29])[S:26](=[O:28])(=[O:27])[C:20]=4[CH:19]=[CH:18]3)[CH2:12][CH2:13]2)=[CH:6][CH:7]=1. The catalyst class is: 5. (7) Reactant: [C:1]1([C:41]2[CH:46]=[CH:45][CH:44]=[CH:43][CH:42]=2)[CH:6]=[CH:5][C:4]([CH2:7][CH:8]([NH:31][S:32]([C:35]2[CH:36]=[N:37][CH:38]=[CH:39][CH:40]=2)(=[O:34])=[O:33])[C:9]2[N:14]=[C:13]([N:15]([CH2:23][C:24]([O:26]C(C)(C)C)=[O:25])C(OC(C)(C)C)=O)[CH:12]=[CH:11][CH:10]=2)=[CH:3][CH:2]=1.[ClH:47].O1CCOCC1. Product: [ClH:47].[C:1]1([C:41]2[CH:42]=[CH:43][CH:44]=[CH:45][CH:46]=2)[CH:2]=[CH:3][C:4]([CH2:7][CH:8]([NH:31][S:32]([C:35]2[CH:36]=[N:37][CH:38]=[CH:39][CH:40]=2)(=[O:33])=[O:34])[C:9]2[N:14]=[C:13]([NH:15][CH2:23][C:24]([OH:26])=[O:25])[CH:12]=[CH:11][CH:10]=2)=[CH:5][CH:6]=1. The catalyst class is: 2. (8) Reactant: [C:1]([O:5][C:6]([N:8]([CH3:14])[CH:9]([CH3:13])[C:10]([OH:12])=O)=[O:7])([CH3:4])([CH3:3])[CH3:2].C(P1(=O)OP(CCC)(=O)OP(CCC)(=O)O1)CC.Br.[CH:34]1([NH:44][C:45]([CH:47]2[CH2:51][S:50][CH2:49][N:48]2[C:52](=[O:58])[CH:53]([NH2:57])[CH:54]([CH3:56])[CH3:55])=[O:46])[C:43]2[C:38](=[CH:39][CH:40]=[CH:41][CH:42]=2)[CH2:37][CH2:36][CH2:35]1.CN1CCOCC1. Product: [C:1]([O:5][C:6](=[O:7])[N:8]([CH3:14])[CH:9]([C:10](=[O:12])[NH:57][CH:53]([C:52]([N:48]1[CH:47]([C:45](=[O:46])[NH:44][CH:34]2[C:43]3[C:38](=[CH:39][CH:40]=[CH:41][CH:42]=3)[CH2:37][CH2:36][CH2:35]2)[CH2:51][S:50][CH2:49]1)=[O:58])[CH:54]([CH3:55])[CH3:56])[CH3:13])([CH3:2])([CH3:3])[CH3:4]. The catalyst class is: 13. (9) Reactant: Cl[C:2]1[CH:7]=[N:6][CH:5]=[C:4]([Cl:8])[N:3]=1.[NH2:9][C:10]1[CH:11]=[C:12]([CH:16]=[CH:17][C:18]=1[O:19][CH3:20])[C:13]([OH:15])=[O:14].CC1(C)C2C(=C(P(C3C=CC=CC=3)C3C=CC=CC=3)C=CC=2)OC2C(P(C3C=CC=CC=3)C3C=CC=CC=3)=CC=CC1=2.CC([O-])(C)C.[Na+]. Product: [Cl:8][C:4]1[N:3]=[C:2]([NH:9][C:10]2[CH:11]=[C:12]([CH:16]=[CH:17][C:18]=2[O:19][CH3:20])[C:13]([OH:15])=[O:14])[CH:7]=[N:6][CH:5]=1. The catalyst class is: 62. (10) Reactant: [CH2:1]([N:8]1[CH2:13][CH2:12][N:11]([CH:14]=[O:15])[C@H:10]([CH2:16][OH:17])[CH2:9]1)[C:2]1[CH:7]=[CH:6][CH:5]=[CH:4][CH:3]=1.[H-].[Na+].I[CH3:21]. Product: [CH2:1]([N:8]1[CH2:13][CH2:12][N:11]([CH:14]=[O:15])[C@H:10]([CH2:16][O:17][CH3:21])[CH2:9]1)[C:2]1[CH:7]=[CH:6][CH:5]=[CH:4][CH:3]=1. The catalyst class is: 3.